From a dataset of Forward reaction prediction with 1.9M reactions from USPTO patents (1976-2016). Predict the product of the given reaction. Given the reactants [OH:1][C:2]([C:10]1[O:11][C:12]2[CH:18]=[CH:17][C:16]([CH2:19][C:20](O)=[O:21])=[CH:15][C:13]=2[CH:14]=1)([C:4]1[CH:9]=[CH:8][N:7]=[CH:6][CH:5]=1)[CH3:3].CN(C(ON1N=NC2C=CC=NC1=2)=[N+](C)C)C.F[P-](F)(F)(F)(F)F.CCN(C(C)C)C(C)C.[CH3:56][C:57]1[CH:58]=[N:59][CH:60]=[CH:61][C:62]=1[CH:63]([C:65]1[CH:70]=[CH:69][CH:68]=[CH:67][CH:66]=1)[NH2:64], predict the reaction product. The product is: [OH:1][C:2]([C:10]1[O:11][C:12]2[CH:18]=[CH:17][C:16]([CH2:19][C:20]([NH:64][CH:63]([C:62]3[CH:61]=[CH:60][N:59]=[CH:58][C:57]=3[CH3:56])[C:65]3[CH:66]=[CH:67][CH:68]=[CH:69][CH:70]=3)=[O:21])=[CH:15][C:13]=2[CH:14]=1)([C:4]1[CH:9]=[CH:8][N:7]=[CH:6][CH:5]=1)[CH3:3].